From a dataset of hERG Central: cardiac toxicity at 1µM, 10µM, and general inhibition. Predict hERG channel inhibition at various concentrations. (1) The compound is COc1ccc(-c2csc(NC(=O)C3CC(=O)N(Cc4ccco4)C3)n2)cc1. Results: hERG_inhib (hERG inhibition (general)): blocker. (2) The drug is O=C(Nc1cc(Cl)ccc1-n1cncn1)c1cccc(S(=O)(=O)N2CCOCC2)c1. Results: hERG_inhib (hERG inhibition (general)): blocker. (3) The compound is Cc1cc(C)n2nc(C(=O)OCC(=O)Nc3ccc4c(c3)OC(F)(F)O4)nc2n1. Results: hERG_inhib (hERG inhibition (general)): blocker. (4) Results: hERG_inhib (hERG inhibition (general)): blocker. The compound is Cc1ccc(S(=O)(=O)N2CCN(C(=O)c3cc(=O)c4ccccc4o3)CC2)cc1. (5) The drug is c1cc(-c2cn(C[C@H]3CC[C@@H]([C@@H]4CC[C@H](Cn5cc(-c6ccsc6)nn5)O4)O3)nn2)cs1. Results: hERG_inhib (hERG inhibition (general)): blocker. (6) The molecule is Cc1cccc(NC(=O)C2CCCN(c3ncnc4c3nc3n4CCCCC3)C2)n1. Results: hERG_inhib (hERG inhibition (general)): blocker.